Dataset: Catalyst prediction with 721,799 reactions and 888 catalyst types from USPTO. Task: Predict which catalyst facilitates the given reaction. (1) Reactant: [CH3:1][C@@H:2]([C@@H:9]1[C@@:13]2([CH3:31])[CH2:14][CH2:15][CH:16]3[C@@:21]4([CH3:30])[CH2:22][CH2:23][CH:24]([O:26][C:27](Cl)=[O:28])[CH2:25][C:20]4=[CH:19][CH2:18][CH:17]3[CH:12]2[CH2:11][CH2:10]1)[CH2:3][CH2:4][CH2:5][CH:6]([CH3:8])[CH3:7].[CH3:32][N:33]([CH3:37])[CH2:34][CH2:35][NH2:36]. Product: [CH3:1][C@@H:2]([C@@H:9]1[C@@:13]2([CH3:31])[CH2:14][CH2:15][C@@H:16]3[C@@:21]4([CH3:30])[CH2:22][CH2:23][C@H:24]([O:26][C:27]([NH:36][CH2:35][CH2:34][N:33]([CH3:37])[CH3:32])=[O:28])[CH2:25][C:20]4=[CH:19][CH2:18][C@H:17]3[C@@H:12]2[CH2:11][CH2:10]1)[CH2:3][CH2:4][CH2:5][CH:6]([CH3:8])[CH3:7]. The catalyst class is: 4. (2) Reactant: C(OC([N:8]1[CH2:13][CH2:12][C:11]([S:18][C:19]2[CH:24]=[CH:23][C:22]([O:25][CH2:26][C:27]#[C:28][CH3:29])=[CH:21][CH:20]=2)([C:14](=[O:17])[NH:15][OH:16])[CH2:10][CH2:9]1)=O)(C)(C)C.Cl. Product: [OH:16][NH:15][C:14]([C:11]1([S:18][C:19]2[CH:20]=[CH:21][C:22]([O:25][CH2:26][C:27]#[C:28][CH3:29])=[CH:23][CH:24]=2)[CH2:12][CH2:13][NH:8][CH2:9][CH2:10]1)=[O:17]. The catalyst class is: 12. (3) Reactant: [C:1]([C:5]1[CH:6]=[C:7]([NH:28][S:29]([CH3:32])(=[O:31])=[O:30])[C:8]([O:26][CH3:27])=[C:9]([NH:11][C:12]([C:14]2[S:18][C:17]3[CH:19]=[CH:20][CH:21]=[C:22]([N+:23]([O-])=O)[C:16]=3[CH:15]=2)=[O:13])[CH:10]=1)([CH3:4])([CH3:3])[CH3:2].[H][H]. Product: [C:1]([C:5]1[CH:6]=[C:7]([NH:28][S:29]([CH3:32])(=[O:30])=[O:31])[C:8]([O:26][CH3:27])=[C:9]([NH:11][C:12]([C:14]2[S:18][C:17]3[CH:19]=[CH:20][CH:21]=[C:22]([NH2:23])[C:16]=3[CH:15]=2)=[O:13])[CH:10]=1)([CH3:4])([CH3:2])[CH3:3]. The catalyst class is: 99. (4) Reactant: C[O-].[Na+].[N+:4]([CH3:7])([O-:6])=[O:5].[CH:8](=[O:13])[CH2:9][CH:10]([CH3:12])[CH3:11].O. Product: [OH:13][CH:8]([CH2:9][CH:10]([CH3:12])[CH3:11])[CH2:7][N+:4]([O-:6])=[O:5]. The catalyst class is: 54.